From a dataset of Full USPTO retrosynthesis dataset with 1.9M reactions from patents (1976-2016). Predict the reactants needed to synthesize the given product. (1) Given the product [CH3:8][N:9]([CH3:10])[CH2:11][C:12]1[CH:13]=[CH:14][C:15]([C:18]2[CH2:23][CH2:22][NH:21][CH2:20][CH:19]=2)=[CH:16][CH:17]=1, predict the reactants needed to synthesize it. The reactants are: FC(F)(F)C(O)=O.[CH3:8][N:9]([CH2:11][C:12]1[CH:17]=[CH:16][C:15]([C:18]2(O)[CH2:23][CH2:22][N:21](C(OC(C)(C)C)=O)[CH2:20][CH2:19]2)=[CH:14][CH:13]=1)[CH3:10].S(=O)(=O)(O)O. (2) Given the product [ClH:1].[ClH:1].[F:3][C:4]1[C:5]2[N:6]([CH:25]=[C:26]([CH3:28])[N:27]=2)[CH:7]=[C:8]([NH:10][C:11](=[O:24])[C:12]2[CH:17]=[CH:16][C:15]([CH:18]3[CH2:23][CH2:22][NH:21][CH2:20][CH2:19]3)=[N:14][CH:13]=2)[CH:9]=1, predict the reactants needed to synthesize it. The reactants are: [ClH:1].Cl.[F:3][C:4]1[C:5]2[N:6]([CH:25]=[C:26]([CH3:28])[N:27]=2)[CH:7]=[C:8]([NH:10][C:11](=[O:24])[C:12]2[CH:17]=[CH:16][C:15]([C:18]3[CH2:19][CH2:20][NH:21][CH2:22][CH:23]=3)=[N:14][CH:13]=2)[CH:9]=1.